Dataset: HIV replication inhibition screening data with 41,000+ compounds from the AIDS Antiviral Screen. Task: Binary Classification. Given a drug SMILES string, predict its activity (active/inactive) in a high-throughput screening assay against a specified biological target. (1) The molecule is OC1CCCC1C(O)(C(F)(F)F)C(F)(F)F. The result is 0 (inactive). (2) The drug is Cn1c(=O)c2c(ncn2CCNC(CO)C(O)c2ccc([N+](=O)[O-])cc2)n(C)c1=O. The result is 0 (inactive). (3) The compound is c1ccc(C2=NOCC3(c4ccccc4)OC23)cc1. The result is 0 (inactive). (4) The result is 0 (inactive). The compound is Cc1ccc2nc(-c3ccc(N=Nc4cc(S(=O)(=O)O)c5ccccc5c4O)cc3)sc2c1S(=O)(=O)O. (5) The molecule is Cc1nc2cncnc2n(CCN2CCOCC2)c1=O. The result is 0 (inactive). (6) The molecule is COC(=O)N1CCc2c(O)nc(N(C)CCO)nc2C1. The result is 0 (inactive). (7) The molecule is COc1cccc(C=C2CCCc3ccccc3C2=O)c1. The result is 0 (inactive).